This data is from TCR-epitope binding with 47,182 pairs between 192 epitopes and 23,139 TCRs. The task is: Binary Classification. Given a T-cell receptor sequence (or CDR3 region) and an epitope sequence, predict whether binding occurs between them. The epitope is FLYNLLTRV. The TCR CDR3 sequence is CASSQFGLADLSRTGELFF. Result: 0 (the TCR does not bind to the epitope).